From a dataset of Full USPTO retrosynthesis dataset with 1.9M reactions from patents (1976-2016). Predict the reactants needed to synthesize the given product. (1) The reactants are: [Cl:1][C:2]1[CH:11]=[C:10]2[C:5]([NH:6][C:7](=[O:18])[C:8]3[N:9]2[CH:12]=[N:13][C:14]=3C(O)=O)=[CH:4][CH:3]=1. Given the product [Cl:1][C:2]1[CH:11]=[C:10]2[C:5]([NH:6][C:7](=[O:18])[C:8]3[N:9]2[CH:12]=[N:13][CH:14]=3)=[CH:4][CH:3]=1, predict the reactants needed to synthesize it. (2) Given the product [C:11]([NH:12][CH:44]1[CH2:45][CH2:46][N:41]([C:38]2[N:16]=[CH:17][C:18]([C:8]3[O:30][C:11]4[N:12]=[CH:13][N:14]=[C:15]([N:16]5[CH2:21][CH2:20][CH:19]([NH:22][C:23](=[O:29])[O:24][C:25]([CH3:26])([CH3:27])[CH3:28])[CH2:18][CH2:17]5)[C:10]=4[C:9]=3[C:31]3[CH:36]=[CH:35][C:34]([F:37])=[CH:33][CH:32]=3)=[CH:19][CH:39]=2)[CH2:42][CH2:43]1)(=[O:30])[CH3:10], predict the reactants needed to synthesize it. The reactants are: ClC1N=C([C:8]2[O:30][C:11]3[N:12]=[CH:13][N:14]=[C:15]([N:16]4[CH2:21][CH2:20][CH:19]([NH:22][C:23](=[O:29])[O:24][C:25]([CH3:28])([CH3:27])[CH3:26])[CH2:18][CH2:17]4)[C:10]=3[C:9]=2[C:31]2[CH:36]=[CH:35][C:34]([F:37])=[CH:33][CH:32]=2)C=CC=1.[C:38]([N:41]1[CH2:46][CH2:45][CH2:44][CH2:43][CH2:42]1)(=O)[CH3:39]. (3) Given the product [F:45][C:27]1[CH:26]=[C:25]([B:15]2[O:16][C:17]([CH3:22])([CH3:23])[C:18]([CH3:20])([CH3:21])[O:19]2)[CH:30]=[CH:29][C:28]=1[NH:31][C:32]([NH:34][C:35]1[CH:40]=[CH:39][CH:38]=[C:37]([C:41]([F:42])([F:44])[F:43])[CH:36]=1)=[O:33], predict the reactants needed to synthesize it. The reactants are: C([O-])(=O)C.[K+].[B:15]1([B:15]2[O:19][C:18]([CH3:21])([CH3:20])[C:17]([CH3:23])([CH3:22])[O:16]2)[O:19][C:18]([CH3:21])([CH3:20])[C:17]([CH3:23])([CH3:22])[O:16]1.Br[C:25]1[CH:30]=[CH:29][C:28]([NH:31][C:32]([NH:34][C:35]2[CH:40]=[CH:39][CH:38]=[C:37]([C:41]([F:44])([F:43])[F:42])[CH:36]=2)=[O:33])=[C:27]([F:45])[CH:26]=1. (4) Given the product [CH3:2][NH:3][C:61]([C:57]1[N:56]2[C:64]([C:65]3[CH:66]=[CH:67][CH:68]=[CH:69][CH:70]=3)=[CH:53][N:54]=[C:55]2[CH:60]=[CH:59][CH:58]=1)=[O:63], predict the reactants needed to synthesize it. The reactants are: C[CH2:2][N:3](C(C)C)C(C)C.C1CN([P+](ON2N=NC3C=CC=CC2=3)(N2CCCC2)N2CCCC2)CC1.F[P-](F)(F)(F)(F)F.NC1N=CN=C(N[C@H]([C:53]2[N:54]=[C:55]3[CH:60]=[CH:59][CH:58]=[C:57]([C:61]([OH:63])=O)[N:56]3[C:64]=2[C:65]2[CH:70]=[CH:69][CH:68]=[CH:67][CH:66]=2)C)C=1C#N.CN. (5) Given the product [F:1][C:2]1[CH:7]=[CH:6][C:5]([N+:8]([O-:10])=[O:9])=[CH:4][C:3]=1[CH2:11][C:12]([O:14][CH3:21])=[O:13], predict the reactants needed to synthesize it. The reactants are: [F:1][C:2]1[CH:7]=[CH:6][C:5]([N+:8]([O-:10])=[O:9])=[CH:4][C:3]=1[CH2:11][C:12]([OH:14])=[O:13].OS(O)(=O)=O.O.[CH3:21]O. (6) Given the product [CH3:5][CH:4]([CH3:6])[CH:3]([NH:7][C:8](=[O:14])[O:9][C:10]([CH3:13])([CH3:12])[CH3:11])[CH:2]=[O:1], predict the reactants needed to synthesize it. The reactants are: [OH:1][CH2:2][CH:3]([NH:7][C:8](=[O:14])[O:9][C:10]([CH3:13])([CH3:12])[CH3:11])[CH:4]([CH3:6])[CH3:5].C(N(CC)CC)C. (7) Given the product [NH2:12][C:5]1([C:8]([O:10][CH3:11])=[O:9])[CH2:4][CH2:3][C:2](=[O:1])[CH2:7][CH2:6]1, predict the reactants needed to synthesize it. The reactants are: [O:1]=[C:2]1[CH2:7][CH2:6][C:5]([NH:12]C(OCC2C=CC=CC=2)=O)([C:8]([O:10][CH3:11])=[O:9])[CH:4]=[CH:3]1. (8) Given the product [CH2:12]([O:11][C:9]([N:7]1[C@@H:6]([CH3:19])[CH2:5][CH2:4][C@@H:3]([C:2]([OH:31])=[O:1])[CH2:8]1)=[O:10])[C:13]1[CH:14]=[CH:15][CH:16]=[CH:17][CH:18]=1, predict the reactants needed to synthesize it. The reactants are: [OH:1][CH2:2][C@H:3]1[CH2:8][N:7]([C:9]([O:11][CH2:12][C:13]2[CH:18]=[CH:17][CH:16]=[CH:15][CH:14]=2)=[O:10])[C@@H:6]([CH3:19])[CH2:5][CH2:4]1.CC1(C)N([O])C(C)(C)CCC1.[O-:31]Cl=O.[Na+].